This data is from Reaction yield outcomes from USPTO patents with 853,638 reactions. The task is: Predict the reaction yield, written as a fraction of the theoretical maximum amount of product (1.0 means a 100% yield; for example, 0.34 means a 34% yield). (1) The reactants are [K].[C:2]1(=[O:12])[NH:6][C:5](=[O:7])[C:4]2=[CH:8][CH:9]=[CH:10][CH:11]=[C:3]12.[CH2:13](Cl)[CH:14]=[CH2:15]. The catalyst is [Br-].C([N+](CCCC)(CCCC)CCCC)CCC.CN(C=O)C. The product is [CH2:15]([N:6]1[C:2](=[O:12])[C:3]2=[CH:11][CH:10]=[CH:9][CH:8]=[C:4]2[C:5]1=[O:7])[CH:14]=[CH2:13]. The yield is 0.420. (2) The reactants are Cl.Cl.[NH2:3][C:4]([CH:15]1[CH2:20][CH2:19][NH:18][CH2:17][CH2:16]1)([CH2:8][CH2:9][CH2:10][CH2:11][B:12]([OH:14])[OH:13])[C:5]([OH:7])=[O:6].C(N(CC)CC)C.[Cl:28][C:29]1[CH:37]=[CH:36][C:32]([C:33](Cl)=[O:34])=[CH:31][CH:30]=1. The catalyst is CN(C=O)C.O. The product is [ClH:28].[NH2:3][C:4]([CH:15]1[CH2:16][CH2:17][N:18]([C:33](=[O:34])[C:32]2[CH:36]=[CH:37][C:29]([Cl:28])=[CH:30][CH:31]=2)[CH2:19][CH2:20]1)([CH2:8][CH2:9][CH2:10][CH2:11][B:12]([OH:14])[OH:13])[C:5]([OH:7])=[O:6]. The yield is 0.470. (3) The reactants are [CH3:1][C:2]([OH:5])(C)[CH3:3].O.C([O-])([O-])=[O:8].[K+].[K+].[Si:13]([O:20][CH2:21][C@@H:22]([N:26]([CH3:39])[C:27]([NH:29][CH2:30][C:31]1[CH:36]=[CH:35][CH:34]=[C:33]([F:37])[C:32]=1[Cl:38])=[O:28])CC=C)([C:16]([CH3:19])([CH3:18])[CH3:17])([CH3:15])[CH3:14]. The catalyst is CC(O)(C)C.O.C(OCC)(=O)C.CC[C@@H]1[C@@H]2C[C@H]([C@@H](OC3N=C(C4C=CC=CC=4)N=C(O[C@@H](C4C=CN=C5C=4C=C(OC)C=C5)[C@@H]4N5C[C@H](CC)[C@@H](CC5)C4)C=3C3C=CC=CC=3)C3C=CN=C4C=3C=C(OC)C=C4)N(CC2)C1. The product is [Si:13]([O:20][CH2:21][C@@H:22]([N:26]([CH3:39])[C:27]([NH:29][CH2:30][C:31]1[CH:36]=[CH:35][CH:34]=[C:33]([F:37])[C:32]=1[Cl:38])=[O:28])[CH2:1][C@@H:2]([OH:5])[CH2:3][OH:8])([C:16]([CH3:19])([CH3:18])[CH3:17])([CH3:15])[CH3:14]. The yield is 0.550. (4) The reactants are [F:1][C:2]1[C:7]([F:8])=[CH:6][C:5]([C:9]2(O)[C:17]3[C:12](=[CH:13][CH:14]=[CH:15][CH:16]=3)[N:11]([CH:18]([C:25]3[CH:30]=[CH:29][CH:28]=[CH:27][CH:26]=3)[C:19]3[CH:24]=[CH:23][CH:22]=[CH:21][CH:20]=3)[C:10]2=[O:31])=[C:4]([OH:33])[CH:3]=1.C([SiH](CC)CC)C. The catalyst is FC(F)(F)C(O)=O. The product is [F:1][C:2]1[C:7]([F:8])=[CH:6][C:5]([CH:9]2[C:17]3[C:12](=[CH:13][CH:14]=[CH:15][CH:16]=3)[N:11]([CH:18]([C:25]3[CH:26]=[CH:27][CH:28]=[CH:29][CH:30]=3)[C:19]3[CH:24]=[CH:23][CH:22]=[CH:21][CH:20]=3)[C:10]2=[O:31])=[C:4]([OH:33])[CH:3]=1. The yield is 0.560. (5) The reactants are CC1C=CC(S(O[CH2:12][C:13]([F:16])([F:15])[F:14])(=O)=O)=CC=1.[Br:17][C:18]1[CH:19]=[C:20]([OH:24])[CH:21]=[CH:22][CH:23]=1.[OH-].[Na+]. The catalyst is CN(C)C=O. The product is [Br:17][C:18]1[CH:23]=[CH:22][CH:21]=[C:20]([O:24][CH2:12][C:13]([F:16])([F:15])[F:14])[CH:19]=1. The yield is 0.310.